From a dataset of Forward reaction prediction with 1.9M reactions from USPTO patents (1976-2016). Predict the product of the given reaction. (1) Given the reactants C(N(C(C)C)CC)(C)C.[CH2:10]([OH:15])[CH2:11][CH2:12][CH:13]=[CH2:14].Cl[C:17](Cl)([O:19]C(=O)OC(Cl)(Cl)Cl)Cl.[OH-].[Na+].[NH2:30][C@H:31]([C:36]([OH:38])=[O:37])[C:32]([CH3:35])([CH3:34])[CH3:33], predict the reaction product. The product is: [CH3:33][C:32]([CH3:35])([CH3:34])[C@H:31]([NH:30][C:17]([O:15][CH2:10][CH2:11][CH2:12][CH:13]=[CH2:14])=[O:19])[C:36]([OH:38])=[O:37]. (2) Given the reactants [C:1]1([C:7]2[C:8](=[O:18])[O:9][CH2:10][C:11]=2[C:12]2[CH:17]=[CH:16][CH:15]=[CH:14][CH:13]=2)[CH:6]=[CH:5][CH:4]=[CH:3][CH:2]=1.CC(C[AlH]CC(C)C)C, predict the reaction product. The product is: [C:1]1(/[C:7](=[C:11](\[C:12]2[CH:17]=[CH:16][CH:15]=[CH:14][CH:13]=2)/[CH2:10][OH:9])/[CH2:8][OH:18])[CH:2]=[CH:3][CH:4]=[CH:5][CH:6]=1.